Dataset: Catalyst prediction with 721,799 reactions and 888 catalyst types from USPTO. Task: Predict which catalyst facilitates the given reaction. (1) Reactant: [Cl:1][C:2]1[C:3]([C:12]2[O:13][CH:14]=[CH:15][CH:16]=2)=[N:4][C:5]([NH2:11])=[N:6][C:7]=1S(C)=O.[NH2:17][CH2:18][CH2:19][C:20]1[CH:25]=[CH:24][C:23]([OH:26])=[CH:22][CH:21]=1. Product: [NH2:11][C:5]1[N:6]=[C:7]([NH:17][CH2:18][CH2:19][C:20]2[CH:25]=[CH:24][C:23]([OH:26])=[CH:22][CH:21]=2)[C:2]([Cl:1])=[C:3]([C:12]2[O:13][CH:14]=[CH:15][CH:16]=2)[N:4]=1. The catalyst class is: 57. (2) Reactant: C[Si]([N-][Si](C)(C)C)(C)C.[Na+].[O:11]=[C:12]1[CH2:16][CH2:15][N:14]([C:17]([O:19][C:20]([CH3:23])([CH3:22])[CH3:21])=[O:18])[CH2:13]1.C1C=CC(N([S:31]([C:34]([F:37])([F:36])[F:35])(=[O:33])=[O:32])[S:31]([C:34]([F:37])([F:36])[F:35])(=[O:33])=[O:32])=CC=1. Product: [F:35][C:34]([F:37])([F:36])[S:31]([O:11][C:12]1[CH2:16][CH2:15][N:14]([C:17]([O:19][C:20]([CH3:23])([CH3:22])[CH3:21])=[O:18])[CH:13]=1)(=[O:33])=[O:32]. The catalyst class is: 1.